Predict the reactants needed to synthesize the given product. From a dataset of Full USPTO retrosynthesis dataset with 1.9M reactions from patents (1976-2016). (1) Given the product [C:1]([O:5][C:6](=[O:7])[N:8]([CH:9]1[CH2:14][CH2:13][CH:12]([N:15]([C:16]([C:18]2[S:22][C:21]3[C:23]([F:28])=[CH:24][CH:25]=[C:26]([F:27])[C:20]=3[C:19]=2[Cl:29])=[O:17])[CH2:30][C:31]2[CH:32]=[C:33]([C:39]3[CH:44]=[CH:43][N:42]=[C:41]([C:45](=[O:47])[NH:51][CH3:50])[CH:40]=3)[CH:34]=[CH:35][C:36]=2[O:37][CH3:38])[CH2:11][CH2:10]1)[CH3:49])([CH3:3])([CH3:4])[CH3:2], predict the reactants needed to synthesize it. The reactants are: [C:1]([O:5][C:6]([N:8]([CH3:49])[CH:9]1[CH2:14][CH2:13][CH:12]([N:15]([CH2:30][C:31]2[CH:32]=[C:33]([C:39]3[CH:44]=[CH:43][N:42]=[C:41]([C:45]([O:47]C)=O)[CH:40]=3)[CH:34]=[CH:35][C:36]=2[O:37][CH3:38])[C:16]([C:18]2[S:22][C:21]3[C:23]([F:28])=[CH:24][CH:25]=[C:26]([F:27])[C:20]=3[C:19]=2[Cl:29])=[O:17])[CH2:11][CH2:10]1)=[O:7])([CH3:4])([CH3:3])[CH3:2].[CH3:50][NH2:51]. (2) Given the product [Br:10][C:11]1[CH:12]=[C:13]([CH:17]=[CH:18][CH:19]=1)[C:14]([C:2]1[C:3]([C:8]#[N:9])=[N:4][CH:5]=[CH:6][CH:7]=1)=[O:15], predict the reactants needed to synthesize it. The reactants are: Br[C:2]1[C:3]([C:8]#[N:9])=[N:4][CH:5]=[CH:6][CH:7]=1.[Br:10][C:11]1[CH:12]=[C:13]([CH:17]=[CH:18][CH:19]=1)[C:14](Cl)=[O:15].